This data is from Reaction yield outcomes from USPTO patents with 853,638 reactions. The task is: Predict the reaction yield, written as a fraction of the theoretical maximum amount of product (1.0 means a 100% yield; for example, 0.34 means a 34% yield). (1) The reactants are [CH2:1]([O:3][C:4](=[O:28])[CH2:5][CH2:6][NH:7][C:8]1[CH:13]=[CH:12][C:11]([C:14]([N:16]2[CH2:22][C:21]3([CH3:24])[CH2:23][CH:17]2[CH2:18][C:19]([CH3:26])([CH3:25])[CH2:20]3)=[O:15])=[CH:10][C:9]=1[NH2:27])[CH3:2].C(=O)C.CN1C(=O)[CH2:36][CH2:35][CH2:34]1. No catalyst specified. The product is [CH2:1]([O:3][C:4](=[O:28])[CH2:5][CH2:6][N:7]1[C:8]2[CH:13]=[CH:12][C:11]([C:14]([N:16]3[CH2:22][C:21]4([CH3:24])[CH2:23][CH:17]3[CH2:18][C:19]([CH3:26])([CH3:25])[CH2:20]4)=[O:15])=[CH:10][C:9]=2[N:27]=[C:34]1[CH2:35][CH3:36])[CH3:2]. The yield is 0.380. (2) The reactants are [CH:1]1([C:7]2[NH:11][C:10](=[O:12])[C:9]3([CH2:17][CH2:16][N:15]([S:18]([CH:21]=[CH2:22])(=[O:20])=[O:19])[CH2:14][CH2:13]3)[N:8]=2)[CH2:6][CH2:5][CH2:4][CH2:3][CH2:2]1.Br[C:24]1[CH:25]=[CH:26][CH:27]=[C:28]2[C:33]=1[N:32]=[CH:31][CH:30]=[CH:29]2.C([O-])(=O)C.[Na+]. The catalyst is CC(N(C)C)=O. The product is [CH:1]1([C:7]2[NH:11][C:10](=[O:12])[C:9]3([CH2:17][CH2:16][N:15]([S:18](/[CH:21]=[CH:22]/[C:24]4[CH:25]=[CH:26][CH:27]=[C:28]5[C:33]=4[N:32]=[CH:31][CH:30]=[CH:29]5)(=[O:20])=[O:19])[CH2:14][CH2:13]3)[N:8]=2)[CH2:2][CH2:3][CH2:4][CH2:5][CH2:6]1. The yield is 0.160. (3) The reactants are Cl[C:2]1[CH:3]=[C:4]([C:9]2[N:13]3[C:14]4[N:22]=[C:21]([O:23][CH3:24])[CH:20]=[CH:19][C:15]=4[N:16]=[C:17]([CH3:18])[C:12]3=[C:11]([CH3:25])[N:10]=2)[CH:5]=[C:6](Cl)[CH:7]=1.[CH:26]([O:29]C1C=CC=CC=1B(O)O)([CH3:28])[CH3:27].C([O-])([O-])=O.[K+].[K+]. The catalyst is C1C=CC([P]([Pd]([P](C2C=CC=CC=2)(C2C=CC=CC=2)C2C=CC=CC=2)([P](C2C=CC=CC=2)(C2C=CC=CC=2)C2C=CC=CC=2)[P](C2C=CC=CC=2)(C2C=CC=CC=2)C2C=CC=CC=2)(C2C=CC=CC=2)C2C=CC=CC=2)=CC=1. The product is [CH:26]([O:29][C:5]1[CH:6]=[CH:7][CH:2]=[CH:3][C:4]=1[C:9]1[N:13]2[C:14]3[N:22]=[C:21]([O:23][CH3:24])[CH:20]=[CH:19][C:15]=3[N:16]=[C:17]([CH3:18])[C:12]2=[C:11]([CH3:25])[N:10]=1)([CH3:28])[CH3:27]. The yield is 0.990. (4) The reactants are [H-].[Na+].[OH:3][C:4]1[CH:5]=[C:6]2[C:10](=[CH:11][CH:12]=1)[C:9](=[O:13])[NH:8][CH2:7]2.F[C:15]1[CH:20]=[CH:19][C:18]([N+:21]([O-:23])=[O:22])=[CH:17][CH:16]=1.O. The catalyst is CN(C=O)C. The product is [C:9]1(=[O:13])[C:10]2[C:6](=[CH:5][C:4]([O:3][C:15]3[CH:20]=[CH:19][C:18]([N+:21]([O-:23])=[O:22])=[CH:17][CH:16]=3)=[CH:12][CH:11]=2)[CH2:7][NH:8]1. The yield is 0.890. (5) The reactants are [CH3:1][O:2][C:3]([C:5]1([C:8]2[CH:13]=[C:12]([I:14])[C:11]([OH:15])=[C:10]([I:16])[CH:9]=2)[CH2:7][CH2:6]1)=[O:4].Cl[CH2:18][C:19]([CH3:21])=[CH2:20].C([O-])([O-])=O.[K+].[K+]. The catalyst is CC(C)=O.[Na+].[I-]. The product is [CH3:1][O:2][C:3]([C:5]1([C:8]2[CH:9]=[C:10]([I:16])[C:11]([O:15][CH2:20][C:19]([CH3:21])=[CH2:18])=[C:12]([I:14])[CH:13]=2)[CH2:7][CH2:6]1)=[O:4]. The yield is 0.970.